This data is from Full USPTO retrosynthesis dataset with 1.9M reactions from patents (1976-2016). The task is: Predict the reactants needed to synthesize the given product. (1) Given the product [NH2:1][C:2]1[S:3][CH:4]=[C:5](/[C:7](=[N:11]/[O:12][C:13](=[O:15])[CH3:14])/[C:8]([O:10][C:24]2[C:19]3[N:18]=[C:17]([SH:25])[S:16][C:20]=3[CH:21]=[CH:22][CH:23]=2)=[O:9])[N:6]=1, predict the reactants needed to synthesize it. The reactants are: [NH2:1][C:2]1[S:3][CH:4]=[C:5](/[C:7](=[N:11]/[O:12][C:13](=[O:15])[CH3:14])/[C:8]([OH:10])=[O:9])[N:6]=1.[S:16]1[C:20]2[CH:21]=[CH:22][CH:23]=[CH:24][C:19]=2[N:18]=[C:17]1[S:25][S:25][C:17]1[S:16][C:20]2[CH:21]=[CH:22][CH:23]=[CH:24][C:19]=2[N:18]=1.C1(P(C2C=CC=CC=2)C2C=CC=CC=2)C=CC=CC=1.C(N(CC)CC)C. (2) Given the product [CH3:1][O:2][C:3]1[CH:8]=[CH:7][CH:6]=[CH:5][C:4]=1[N:9]1[CH:13]=[C:12]([CH:14]=[O:15])[C:11]([CH3:18])=[N:10]1, predict the reactants needed to synthesize it. The reactants are: [CH3:1][O:2][C:3]1[CH:8]=[CH:7][CH:6]=[CH:5][C:4]=1[N:9]1[CH:13]=[C:12]([C:14](OC)=[O:15])[C:11]([CH3:18])=[N:10]1.[H-].[Al+3].[Li+].[H-].[H-].[H-]. (3) The reactants are: CCCC[N+](CCCC)(CCCC)CCCC.[F-].[Si]([O:26][CH2:27][CH2:28][CH:29]([N:31]1[N:35]=[N:34][C:33]([C:36]2[CH:41]=[CH:40][CH:39]=[C:38]([Cl:42])[CH:37]=2)=[N:32]1)[CH3:30])(C(C)(C)C)(C)C. Given the product [Cl:42][C:38]1[CH:37]=[C:36]([C:33]2[N:34]=[N:35][N:31]([CH:29]([CH3:30])[CH2:28][CH2:27][OH:26])[N:32]=2)[CH:41]=[CH:40][CH:39]=1, predict the reactants needed to synthesize it. (4) Given the product [F:13][C:4]1[CH:3]=[C:2]([NH:1][S:21]([C:18]2[CH:19]=[CH:20][C:15]([I:14])=[CH:16][CH:17]=2)(=[O:23])=[O:22])[C:11]([F:12])=[CH:10][C:5]=1[C:6]([O:8][CH3:9])=[O:7], predict the reactants needed to synthesize it. The reactants are: [NH2:1][C:2]1[C:11]([F:12])=[CH:10][C:5]([C:6]([O:8][CH3:9])=[O:7])=[C:4]([F:13])[CH:3]=1.[I:14][C:15]1[CH:20]=[CH:19][C:18]([S:21](Cl)(=[O:23])=[O:22])=[CH:17][CH:16]=1. (5) Given the product [OH:4][CH2:3][C@:2]([NH:1][C:42](=[O:43])[O:41][C:37]([CH3:40])([CH3:39])[CH3:38])([C:6]1[CH:15]=[CH:14][C:13]2[C:8](=[CH:9][CH:10]=[C:11]([O:16][CH:17]3[CH2:22][CH2:21][C:20]4([CH2:27][CH2:26][CH2:25][CH2:24][CH2:23]4)[CH2:19][CH2:18]3)[CH:12]=2)[CH:7]=1)[CH3:5], predict the reactants needed to synthesize it. The reactants are: [NH2:1][C@@:2]([C:6]1[CH:15]=[CH:14][C:13]2[C:8](=[CH:9][CH:10]=[C:11]([O:16][CH:17]3[CH2:22][CH2:21][C:20]4([CH2:27][CH2:26][CH2:25][CH2:24][CH2:23]4)[CH2:19][CH2:18]3)[CH:12]=2)[CH:7]=1)([CH3:5])[CH2:3][OH:4].C(Cl)(Cl)Cl.C(=O)(O)[O-].[Na+].[C:37]([O:41][C:42](O[C:42]([O:41][C:37]([CH3:40])([CH3:39])[CH3:38])=[O:43])=[O:43])([CH3:40])([CH3:39])[CH3:38]. (6) Given the product [CH3:28][O:27][C:24]1[CH:25]=[CH:26][C:21]([CH2:20][N:5]2[C:4](=[O:10])[CH:3]=[C:2](/[N:1]=[CH:16]/[N:14]([CH3:13])[CH3:15])[N:7]([CH3:8])[C:6]2=[O:9])=[CH:22][CH:23]=1, predict the reactants needed to synthesize it. The reactants are: [NH2:1][C:2]1[N:7]([CH3:8])[C:6](=[O:9])[NH:5][C:4](=[O:10])[CH:3]=1.CO[CH:13](OC)[N:14]([CH3:16])[CH3:15].Cl[CH2:20][C:21]1[CH:26]=[CH:25][C:24]([O:27][CH3:28])=[CH:23][CH:22]=1.C(=O)([O-])[O-].[K+].[K+].